This data is from Forward reaction prediction with 1.9M reactions from USPTO patents (1976-2016). The task is: Predict the product of the given reaction. Given the reactants [O:1]1[C:3]2([CH2:8][CH2:7][N:6]([C:9]([O:11][C:12]([CH3:15])([CH3:14])[CH3:13])=[O:10])[CH2:5][CH2:4]2)[CH2:2]1.[CH2:16]([NH2:18])[CH3:17].CO, predict the reaction product. The product is: [CH2:16]([NH:18][CH2:2][C:3]1([OH:1])[CH2:8][CH2:7][N:6]([C:9]([O:11][C:12]([CH3:15])([CH3:14])[CH3:13])=[O:10])[CH2:5][CH2:4]1)[CH3:17].